This data is from Reaction yield outcomes from USPTO patents with 853,638 reactions. The task is: Predict the reaction yield, written as a fraction of the theoretical maximum amount of product (1.0 means a 100% yield; for example, 0.34 means a 34% yield). (1) The reactants are [F:1][C:2]1[CH:10]=[CH:9][C:5]([C:6](Cl)=[O:7])=[CH:4][CH:3]=1.[NH2:11][C:12]1[S:16][C:15]([NH:17][C:18]2[CH:19]=[C:20]3[C:25](=[CH:26][CH:27]=2)[N:24]=[CH:23][CH:22]=[CH:21]3)=[N:14][C:13]=1[C:28]([NH2:30])=[O:29]. The catalyst is N1C=CC=CC=1.CN(C1C=CN=CC=1)C. The product is [F:1][C:2]1[CH:10]=[CH:9][C:5]([C:6]([NH:11][C:12]2[S:16][C:15]([NH:17][C:18]3[CH:19]=[C:20]4[C:25](=[CH:26][CH:27]=3)[N:24]=[CH:23][CH:22]=[CH:21]4)=[N:14][C:13]=2[C:28]([NH2:30])=[O:29])=[O:7])=[CH:4][CH:3]=1. The yield is 0.420. (2) The reactants are B(F)(F)F.CCOCC.[C:10]([CH2:12][C:13]1([N:32]2[CH:36]=[C:35]([C:37]3[C:38]4[CH:45]=[CH:44][N:43](COCC[Si](C)(C)C)[C:39]=4[N:40]=[CH:41][N:42]=3)[CH:34]=[N:33]2)[CH2:16][N:15]([C:17]2[N:18]=[CH:19][C:20]([C:23]([NH:25][C@H:26]([CH3:31])[C:27]([F:30])([F:29])[F:28])=[O:24])=[N:21][CH:22]=2)[CH2:14]1)#[N:11].[OH-].[NH4+].C([O-])(O)=O.[Na+]. The catalyst is C(#N)C.O. The product is [C:10]([CH2:12][C:13]1([N:32]2[CH:36]=[C:35]([C:37]3[C:38]4[CH:45]=[CH:44][NH:43][C:39]=4[N:40]=[CH:41][N:42]=3)[CH:34]=[N:33]2)[CH2:16][N:15]([C:17]2[N:18]=[CH:19][C:20]([C:23]([NH:25][C@H:26]([CH3:31])[C:27]([F:28])([F:29])[F:30])=[O:24])=[N:21][CH:22]=2)[CH2:14]1)#[N:11]. The yield is 0.580. (3) The reactants are [NH2:1][C:2]1[CH:16]=[CH:15][C:5]([CH2:6][P:7](=[O:14])([O:11][CH2:12][CH3:13])[O:8][CH2:9][CH3:10])=[CH:4][CH:3]=1.C(N(CC)CC)C.[C:24](Cl)(=[O:28])[C:25]([CH3:27])=[CH2:26]. The catalyst is C1(C)C=CC=CC=1. The product is [C:24]([NH:1][C:2]1[CH:3]=[CH:4][C:5]([CH2:6][P:7](=[O:14])([O:8][CH2:9][CH3:10])[O:11][CH2:12][CH3:13])=[CH:15][CH:16]=1)(=[O:28])[C:25]([CH3:27])=[CH2:26]. The yield is 0.920.